From a dataset of Reaction yield outcomes from USPTO patents with 853,638 reactions. Predict the reaction yield, written as a fraction of the theoretical maximum amount of product (1.0 means a 100% yield; for example, 0.34 means a 34% yield). (1) The reactants are [CH3:1][C:2]1[CH:7]=[CH:6][C:5]([S:8]([O:11][CH2:12][C:13]2([CH3:25])[CH2:17][C:16]3[CH:18]=[C:19]([Cl:24])[CH:20]=[C:21]([O:22]C)[C:15]=3[O:14]2)(=[O:10])=[O:9])=[CH:4][CH:3]=1.CC1C=CC(S(OCC2CC3C=CC=C(O)C=3O2)(=O)=O)=CC=1. The catalyst is Br. The product is [CH3:1][C:2]1[CH:7]=[CH:6][C:5]([S:8]([O:11][CH2:12][C:13]2([CH3:25])[CH2:17][C:16]3[CH:18]=[C:19]([Cl:24])[CH:20]=[C:21]([OH:22])[C:15]=3[O:14]2)(=[O:9])=[O:10])=[CH:4][CH:3]=1. The yield is 0.800. (2) The reactants are [H-].[Na+].[C:3]([O:7][C:8]([NH:10][C:11]1[N:16]=[C:15]([CH2:17][CH:18]2[CH2:23][CH2:22][N:21]([C:24]([O:26][CH2:27][C:28]3[CH:33]=[CH:32][CH:31]=[CH:30][CH:29]=3)=[O:25])[CH2:20][CH2:19]2)[CH:14]=[CH:13][CH:12]=1)=[O:9])([CH3:6])([CH3:5])[CH3:4].[CH3:34]I. No catalyst specified. The product is [C:3]([O:7][C:8]([N:10]([CH3:34])[C:11]1[N:16]=[C:15]([CH2:17][CH:18]2[CH2:23][CH2:22][N:21]([C:24]([O:26][CH2:27][C:28]3[CH:29]=[CH:30][CH:31]=[CH:32][CH:33]=3)=[O:25])[CH2:20][CH2:19]2)[CH:14]=[CH:13][CH:12]=1)=[O:9])([CH3:6])([CH3:4])[CH3:5]. The yield is 0.890. (3) The reactants are [Br:1][C:2]1[CH:3]=[CH:4][C:5]([O:11][CH:12]([C:14]([OH:16])=O)[CH3:13])=[C:6]([CH:10]=1)C(O)=O.[C:17](OC(=O)C)(=[O:19])[CH3:18].C([O-])(=O)C.[Na+]. No catalyst specified. The product is [Br:1][C:2]1[CH:10]=[CH:6][C:5]2[O:11][C:12]([CH3:13])=[C:14]([O:16][C:17](=[O:19])[CH3:18])[C:4]=2[CH:3]=1. The yield is 0.650. (4) The reactants are [Cl:1][C:2]1[CH:3]=[CH:4][C:5]([CH3:11])=[C:6]([N:8]=[C:9]=[S:10])[CH:7]=1.[CH3:12][N:13]1[CH:17]=[CH:16][C:15]([NH2:18])=[N:14]1. No catalyst specified. The product is [Cl:1][C:2]1[CH:3]=[CH:4][C:5]([CH3:11])=[C:6]([NH:8][C:9]([NH:18][C:15]2[CH:16]=[CH:17][N:13]([CH3:12])[N:14]=2)=[S:10])[CH:7]=1. The yield is 0.950. (5) The reactants are [Br:1][C:2]1[CH:10]=[CH:9][C:5]([C:6]([OH:8])=[O:7])=[CH:4][C:3]=1[O:11][CH3:12].C([O-])([O-])=O.[K+].[K+].Br[CH2:20][C:21]1[CH:26]=[CH:25][CH:24]=[CH:23][CH:22]=1. The catalyst is CN(C=O)C. The product is [Br:1][C:2]1[CH:10]=[CH:9][C:5]([C:6]([O:8][CH2:20][C:21]2[CH:26]=[CH:25][CH:24]=[CH:23][CH:22]=2)=[O:7])=[CH:4][C:3]=1[O:11][CH3:12]. The yield is 0.910. (6) The reactants are F[C:2]1[CH:7]=[CH:6][C:5]([C:8]2[O:9][C:10]3[CH:16]=[CH:15][CH:14]=[CH:13][C:11]=3[N:12]=2)=[CH:4][C:3]=1[N+:17]([O-:19])=[O:18].C(=O)([O-])O.[Na+].[CH2:25]([NH2:32])[C:26]1[CH:31]=[CH:30][CH:29]=[CH:28][CH:27]=1.O. The catalyst is C(O)C. The product is [CH2:25]([NH:32][C:2]1[CH:7]=[CH:6][C:5]([C:8]2[O:9][C:10]3[CH:16]=[CH:15][CH:14]=[CH:13][C:11]=3[N:12]=2)=[CH:4][C:3]=1[N+:17]([O-:19])=[O:18])[C:26]1[CH:31]=[CH:30][CH:29]=[CH:28][CH:27]=1. The yield is 0.840.